From a dataset of Catalyst prediction with 721,799 reactions and 888 catalyst types from USPTO. Predict which catalyst facilitates the given reaction. (1) Reactant: B(Br)(Br)Br.[CH2:5]([C:12]1([N:30]([CH3:32])[CH3:31])[CH2:17][CH2:16][CH:15]([C:18]2[NH:19][C:20]3[C:25]([C:26]=2[CH3:27])=[CH:24][C:23]([O:28]C)=[CH:22][CH:21]=3)[CH2:14][CH2:13]1)[C:6]1[CH:11]=[CH:10][CH:9]=[CH:8][CH:7]=1. Product: [CH2:5]([C:12]1([N:30]([CH3:32])[CH3:31])[CH2:13][CH2:14][CH:15]([C:18]2[NH:19][C:20]3[C:25]([C:26]=2[CH3:27])=[CH:24][C:23]([OH:28])=[CH:22][CH:21]=3)[CH2:16][CH2:17]1)[C:6]1[CH:11]=[CH:10][CH:9]=[CH:8][CH:7]=1. The catalyst class is: 2. (2) Reactant: BrC1C=CC(O)=C(C2C=[CH:16][C:15]3[C:10](=[CH:11][CH:12]=[C:13]([C:18]4[N:22]([CH:23]5[CH2:28][CH2:27][CH2:26][CH2:25][CH2:24]5)[C:21]5[CH:29]=[CH:30][C:31]([C:33]([OH:35])=[O:34])=[CH:32][C:20]=5[N:19]=4)[CH:14]=3)[N:9]=2)C=1.C(OC(C1C=CC2N(C3CCCCC3)C(C3C=CC(N)=C(C=O)C=3)=NC=2C=1)=O)C.[OH:66][C:67]1[CH:72]=[CH:71][CH:70]=[C:69]([O:73][CH3:74])[C:68]=1[C:75](=O)[CH3:76].[OH-].[K+]. Product: [CH:23]1([N:22]2[C:21]3[CH:29]=[CH:30][C:31]([C:33]([OH:35])=[O:34])=[CH:32][C:20]=3[N:19]=[C:18]2[C:13]2[CH:14]=[C:15]3[C:10](=[CH:11][CH:12]=2)[N:9]=[C:75]([C:68]2[C:69]([O:73][CH3:74])=[CH:70][CH:71]=[CH:72][C:67]=2[OH:66])[CH:76]=[CH:16]3)[CH2:24][CH2:25][CH2:26][CH2:27][CH2:28]1. The catalyst class is: 8.